From a dataset of Catalyst prediction with 721,799 reactions and 888 catalyst types from USPTO. Predict which catalyst facilitates the given reaction. (1) Product: [Cl:12][C:13]1[CH:14]=[CH:15][C:16]([CH:19]([C:41]2[CH:42]=[CH:43][C:44]([Cl:47])=[CH:45][CH:46]=2)[N:20]2[CH2:21][C:22](=[CH:24][S:25]([CH2:28][C:29]3[CH:30]=[C:31]([N:35]4[CH2:40][CH2:39][N:38]([CH2:7][CH:8]([CH3:10])[CH3:9])[CH2:37][CH2:36]4)[CH:32]=[CH:33][CH:34]=3)(=[O:26])=[O:27])[CH2:23]2)=[CH:17][CH:18]=1. Reactant: C(O[BH3-])(=O)C.[Na+].[CH:7](=O)[CH:8]([CH3:10])[CH3:9].[Cl:12][C:13]1[CH:18]=[CH:17][C:16]([CH:19]([C:41]2[CH:46]=[CH:45][C:44]([Cl:47])=[CH:43][CH:42]=2)[N:20]2[CH2:23][C:22](=[CH:24][S:25]([CH2:28][C:29]3[CH:30]=[C:31]([N:35]4[CH2:40][CH2:39][NH:38][CH2:37][CH2:36]4)[CH:32]=[CH:33][CH:34]=3)(=[O:27])=[O:26])[CH2:21]2)=[CH:15][CH:14]=1.C(=O)(O)[O-].[Na+]. The catalyst class is: 417. (2) Reactant: [Br:1][C:2]1[CH:7]=[CH:6][C:5]([C:8]2([C:11]#N)[CH2:10][CH2:9]2)=[CH:4][CH:3]=1.[OH-:13].[K+].[OH2:15]. Product: [Br:1][C:2]1[CH:7]=[CH:6][C:5]([C:8]2([C:11]([OH:15])=[O:13])[CH2:10][CH2:9]2)=[CH:4][CH:3]=1. The catalyst class is: 196. (3) Reactant: [CH3:1][O:2][C:3]1[C:8]2[NH:9][C:10](=O)[O:11][C:12](=[O:13])[C:7]=2[CH:6]=[CH:5][CH:4]=1.[OH-].[Na+]. Product: [NH2:9][C:8]1[C:3]([O:2][CH3:1])=[CH:4][CH:5]=[CH:6][C:7]=1[C:12]([O:11][CH3:10])=[O:13]. The catalyst class is: 125. (4) Reactant: [I:1]I.N1C=CN=C1.C1(P(C2C=CC=CC=2)C2C=CC=CC=2)C=CC=CC=1.[Si:27]([O:34][CH2:35][CH2:36][O:37][C:38]1[CH:43]=[CH:42][C:41]([CH2:44]O)=[CH:40][CH:39]=1)([C:30]([CH3:33])([CH3:32])[CH3:31])([CH3:29])[CH3:28]. Product: [C:30]([Si:27]([O:34][CH2:35][CH2:36][O:37][C:38]1[CH:43]=[CH:42][C:41]([CH2:44][I:1])=[CH:40][CH:39]=1)([CH3:29])[CH3:28])([CH3:33])([CH3:32])[CH3:31]. The catalyst class is: 2. (5) Reactant: [NH2:1][C:2]1[C:11]([N+:12]([O-:14])=[O:13])=[CH:10][C:5]2[NH:6][C:7](=[O:9])[O:8][C:4]=2[CH:3]=1.[CH2:15]([CH:22]1[CH2:27][CH2:26][N:25]([C:28](=[O:32])[C:29](Cl)=[O:30])[CH2:24][CH2:23]1)[C:16]1[CH:21]=[CH:20][CH:19]=[CH:18][CH:17]=1. Product: [CH2:15]([CH:22]1[CH2:23][CH2:24][N:25]([C:28](=[O:32])[C:29]([NH:1][C:2]2[C:11]([N+:12]([O-:14])=[O:13])=[CH:10][C:5]3[NH:6][C:7](=[O:9])[O:8][C:4]=3[CH:3]=2)=[O:30])[CH2:26][CH2:27]1)[C:16]1[CH:17]=[CH:18][CH:19]=[CH:20][CH:21]=1. The catalyst class is: 22. (6) Reactant: [CH:1]([C@@H:4]1[C:9]([O:10][CH3:11])=[N:8][C@:7]([CH2:13][CH2:14]O)([CH3:12])[C:6]([O:16][CH3:17])=[N:5]1)([CH3:3])[CH3:2].C(Br)(Br)(Br)[Br:19].C1C=CC(P(C2C=CC=CC=2)C2C=CC=CC=2)=CC=1. Product: [Br:19][CH2:14][CH2:13][C@@:7]1([CH3:12])[C:6]([O:16][CH3:17])=[N:5][C@H:4]([CH:1]([CH3:3])[CH3:2])[C:9]([O:10][CH3:11])=[N:8]1. The catalyst class is: 2.